Dataset: Catalyst prediction with 721,799 reactions and 888 catalyst types from USPTO. Task: Predict which catalyst facilitates the given reaction. Reactant: I[C:2]1[CH:7]=[CH:6][N:5]=[C:4]2[N:8](S(C3C=CC=CC=3)(=O)=O)[N:9]=[CH:10][C:3]=12.C[N:21]1[CH:25]=[C:24](C)[C:23]([C:27]([NH:29][C:30]2[CH:38]=[C:37]([Sn](C)(C)C)[CH:36]=[C:35]3[C:31]=2[CH:32]=[N:33][N:34]3S(C2C=CC=CC=2)(=O)=O)=[O:28])=[N:22]1.[C:52]1(S)[CH:57]=CC=C[CH:53]=1. Product: [CH3:53][CH:52]([N:22]1[C:23]([C:27]([NH:29][C:30]2[CH:38]=[C:37]([C:2]3[CH:7]=[CH:6][N:5]=[C:4]4[NH:8][N:9]=[CH:10][C:3]=34)[CH:36]=[C:35]3[C:31]=2[CH:32]=[N:33][NH:34]3)=[O:28])=[CH:24][CH:25]=[N:21]1)[CH3:57]. The catalyst class is: 3.